This data is from Reaction yield outcomes from USPTO patents with 853,638 reactions. The task is: Predict the reaction yield, written as a fraction of the theoretical maximum amount of product (1.0 means a 100% yield; for example, 0.34 means a 34% yield). (1) The reactants are [O:1]1[CH2:6][CH2:5][N:4]([C:7]2[N:12]=[C:11]([N:13]3[CH2:18][CH2:17][O:16][CH2:15][CH2:14]3)[N:10]=[C:9]([C:19]3[CH:24]=[CH:23][C:22]([NH:25][C:26](=[O:38])[NH:27][C:28]4[CH:37]=[CH:36][C:31]([C:32]([O:34]C)=[O:33])=[CH:30][CH:29]=4)=[CH:21][CH:20]=3)[N:8]=2)[CH2:3][CH2:2]1.C1COCC1.CO.O[Li].O. The catalyst is O. The product is [O:1]1[CH2:2][CH2:3][N:4]([C:7]2[N:12]=[C:11]([N:13]3[CH2:14][CH2:15][O:16][CH2:17][CH2:18]3)[N:10]=[C:9]([C:19]3[CH:24]=[CH:23][C:22]([NH:25][C:26](=[O:38])[NH:27][C:28]4[CH:37]=[CH:36][C:31]([C:32]([OH:34])=[O:33])=[CH:30][CH:29]=4)=[CH:21][CH:20]=3)[N:8]=2)[CH2:5][CH2:6]1. The yield is 0.960. (2) The reactants are Cl.[N:2]1[CH:7]=[CH:6][CH:5]=[C:4]([CH2:8][C:9]([OH:11])=O)[CH:3]=1.[P:12]([OH:15])([OH:14])[OH:13].N1C=CC=C(CC(O)=O)C=1.[OH:26][PH:27]([OH:29])=[O:28].P(Cl)(Cl)(Cl)=O. The catalyst is O.C1(C)C=CC=CC=1. The product is [CH:6]1[CH:7]=[N:2][CH:3]=[C:4]([CH2:8][C:9]([P:27]([OH:29])([OH:28])=[O:26])([P:12]([OH:15])([OH:14])=[O:13])[OH:11])[CH:5]=1. The yield is 0.710. (3) The reactants are Cl[C:2]1[CH:3]=[CH:4][C:5]2[O:14][CH2:13][CH2:12][C:11]3[CH:10]=[C:9]([C:15]4[N:16]([C:20]5[CH:25]=[CH:24][C:23]([F:26])=[CH:22][C:21]=5[F:27])[N:17]=[CH:18][N:19]=4)[S:8][C:7]=3[C:6]=2[N:28]=1.[N:29]1([C:35]([O:37][C:38]([CH3:41])([CH3:40])[CH3:39])=[O:36])[CH2:34][CH2:33][NH:32][CH2:31][CH2:30]1.CC(C1C=C(C(C)C)C(C2C=CC=CC=2P(C2CCCCC2)C2CCCCC2)=C(C(C)C)C=1)C.C(O[Na])(C)(C)C. The catalyst is O1CCOCC1. The product is [C:38]([O:37][C:35]([N:29]1[CH2:34][CH2:33][N:32]([C:2]2[CH:3]=[CH:4][C:5]3[O:14][CH2:13][CH2:12][C:11]4[CH:10]=[C:9]([C:15]5[N:16]([C:20]6[CH:25]=[CH:24][C:23]([F:26])=[CH:22][C:21]=6[F:27])[N:17]=[CH:18][N:19]=5)[S:8][C:7]=4[C:6]=3[N:28]=2)[CH2:31][CH2:30]1)=[O:36])([CH3:41])([CH3:39])[CH3:40]. The yield is 0.540.